Dataset: Reaction yield outcomes from USPTO patents with 853,638 reactions. Task: Predict the reaction yield, written as a fraction of the theoretical maximum amount of product (1.0 means a 100% yield; for example, 0.34 means a 34% yield). (1) The reactants are [Al+3].[Cl-].[Cl-].[Cl-].C1([N+]([O-])=O)C=CC=CC=1.[Cl:14][C:15]1[CH:23]=[C:22]([Cl:24])[CH:21]=[CH:20][C:16]=1[C:17](Cl)=[O:18].[Cl:25][C:26]1[CH:27]=[C:28]([O:33][CH3:34])[CH:29]=[C:30]([Cl:32])[CH:31]=1. The catalyst is CCOCC. The product is [Cl:25][C:26]1[CH:27]=[C:28]([O:33][CH3:34])[CH:29]=[C:30]([Cl:32])[C:31]=1[C:17]([C:16]1[CH:20]=[CH:21][C:22]([Cl:24])=[CH:23][C:15]=1[Cl:14])=[O:18]. The yield is 0.850. (2) The reactants are [CH2:1]([NH:3][C:4]1[CH:8]=[C:7]([C:9]2[CH:14]=[CH:13][N:12]=[CH:11][CH:10]=2)[S:6][C:5]=1[C:15]([NH2:17])=[O:16])[CH3:2].[C:18]1(=O)[CH2:22][CH2:21][CH2:20][CH2:19]1.O.C1(C)C=CC(S(O)(=O)=O)=CC=1.C(=O)([O-])O.[Na+]. The catalyst is C(O)(=O)C. The product is [CH2:1]([N:3]1[C:4]2[CH:8]=[C:7]([C:9]3[CH:14]=[CH:13][N:12]=[CH:11][CH:10]=3)[S:6][C:5]=2[C:15](=[O:16])[NH:17][C:18]21[CH2:22][CH2:21][CH2:20][CH2:19]2)[CH3:2]. The yield is 0.280. (3) The reactants are [OH:1][C@H:2]([CH3:7])[CH2:3][C:4]([NH2:6])=O.B.CSC.Cl.C([O-])([O-])=O.[Na+].[Na+].[C:19](O[C:19]([O:21][C:22]([CH3:25])([CH3:24])[CH3:23])=[O:20])([O:21][C:22]([CH3:25])([CH3:24])[CH3:23])=[O:20]. The catalyst is C1COCC1. The product is [OH:1][C@H:2]([CH3:7])[CH2:3][CH2:4][NH:6][C:19](=[O:20])[O:21][C:22]([CH3:25])([CH3:24])[CH3:23]. The yield is 0.430. (4) The reactants are [CH3:1][O:2][C:3]1[CH:10]=[CH:9][C:6]([CH:7]=[O:8])=[C:5]([O:11][CH2:12][C:13]2[CH:18]=[C:17]([O:19][CH2:20][CH2:21][CH2:22][CH2:23][CH2:24][CH2:25][CH2:26][CH2:27][CH2:28][CH2:29][CH2:30][CH2:31][CH2:32][CH2:33][CH2:34][CH2:35][CH2:36][CH3:37])[C:16]([O:38][CH2:39][CH2:40][CH2:41][CH2:42][CH2:43][CH2:44][CH2:45][CH2:46][CH2:47][CH2:48][CH2:49][CH2:50][CH2:51][CH2:52][CH2:53][CH2:54][CH2:55][CH3:56])=[C:15]([O:57][CH2:58][CH2:59][CH2:60][CH2:61][CH2:62][CH2:63][CH2:64][CH2:65][CH2:66][CH2:67][CH2:68][CH2:69][CH2:70][CH2:71][CH2:72][CH2:73][CH2:74][CH3:75])[CH:14]=2)[CH:4]=1.[BH4-].[Na+].Cl. The catalyst is C1COCC1.CO. The product is [CH3:1][O:2][C:3]1[CH:10]=[CH:9][C:6]([CH2:7][OH:8])=[C:5]([O:11][CH2:12][C:13]2[CH:18]=[C:17]([O:19][CH2:20][CH2:21][CH2:22][CH2:23][CH2:24][CH2:25][CH2:26][CH2:27][CH2:28][CH2:29][CH2:30][CH2:31][CH2:32][CH2:33][CH2:34][CH2:35][CH2:36][CH3:37])[C:16]([O:38][CH2:39][CH2:40][CH2:41][CH2:42][CH2:43][CH2:44][CH2:45][CH2:46][CH2:47][CH2:48][CH2:49][CH2:50][CH2:51][CH2:52][CH2:53][CH2:54][CH2:55][CH3:56])=[C:15]([O:57][CH2:58][CH2:59][CH2:60][CH2:61][CH2:62][CH2:63][CH2:64][CH2:65][CH2:66][CH2:67][CH2:68][CH2:69][CH2:70][CH2:71][CH2:72][CH2:73][CH2:74][CH3:75])[CH:14]=2)[CH:4]=1. The yield is 0.970. (5) The reactants are [C:1]([O:5][C:6]([N:8]1[C:17]2[C:12](=[CH:13][CH:14]=[CH:15][CH:16]=2)[C:11](=[O:18])[CH2:10][CH2:9]1)=[O:7])([CH3:4])([CH3:3])[CH3:2].[CH3:19][Mg]Br.CCOCC. The catalyst is C1COCC1. The product is [C:1]([O:5][C:6]([N:8]1[C:17]2[C:12](=[CH:13][CH:14]=[CH:15][CH:16]=2)[C:11]([OH:18])([CH3:19])[CH2:10][CH2:9]1)=[O:7])([CH3:4])([CH3:2])[CH3:3]. The yield is 0.660. (6) The reactants are [Cl:1][C:2]1[CH:3]=[C:4]([S:9]([CH:12]2[CH2:17][CH2:16][NH:15][CH2:14][CH2:13]2)(=[O:11])=[O:10])[CH:5]=[CH:6][C:7]=1[Cl:8].Cl[C:19]1[C:24]([C:25]#[N:26])=[CH:23][CH:22]=[CH:21][N:20]=1. No catalyst specified. The product is [Cl:1][C:2]1[CH:3]=[C:4]([S:9]([CH:12]2[CH2:17][CH2:16][N:15]([C:19]3[N:20]=[CH:21][CH:22]=[CH:23][C:24]=3[C:25]#[N:26])[CH2:14][CH2:13]2)(=[O:11])=[O:10])[CH:5]=[CH:6][C:7]=1[Cl:8]. The yield is 0.770.